Task: Predict the reactants needed to synthesize the given product.. Dataset: Full USPTO retrosynthesis dataset with 1.9M reactions from patents (1976-2016) (1) The reactants are: I[C:2]1[CH:7]=[C:6]([C:8]([F:11])([F:10])[F:9])[CH:5]=[C:4]([O:12][CH3:13])[CH:3]=1.[C:14]([Cu])#[N:15].N. Given the product [CH3:13][O:12][C:4]1[CH:3]=[C:2]([CH:7]=[C:6]([C:8]([F:11])([F:10])[F:9])[CH:5]=1)[C:14]#[N:15], predict the reactants needed to synthesize it. (2) Given the product [CH2:16]([N:12]1[CH2:13][CH2:14][CH2:15][C@H:10]([NH:9][O:8][C:6]([O:5][C:1]([CH3:4])([CH3:2])[CH3:3])=[O:7])[CH2:11]1)[C:17]1[CH:22]=[CH:21][CH:20]=[CH:19][CH:18]=1, predict the reactants needed to synthesize it. The reactants are: [C:1]([O:5][C:6]([O:8][NH:9][C@H:10]1[CH2:15][CH2:14][CH2:13][NH:12][CH2:11]1)=[O:7])([CH3:4])([CH3:3])[CH3:2].[CH2:16](N)[C:17]1[CH:22]=[CH:21][CH:20]=[CH:19][CH:18]=1. (3) Given the product [Cl:28][C:29]1[CH:30]=[CH:31][C:32]2[O:36][CH2:35][C:34](=[CH2:1])[C:33]=2[C:38]=1[NH:39][C:40](=[O:45])[C:41]([F:44])([F:43])[F:42], predict the reactants needed to synthesize it. The reactants are: [CH3:1]C(C)([O-])C.[K+].[I-].C[P+](C1C=CC=CC=1)(C1C=CC=CC=1)C1C=CC=CC=1.[Cl:28][C:29]1[CH:30]=[CH:31][C:32]2[O:36][CH2:35][C:34](=O)[C:33]=2[C:38]=1[NH:39][C:40](=[O:45])[C:41]([F:44])([F:43])[F:42]. (4) Given the product [CH3:20][C:10]1([C:13]([N:15]2[CH2:19][CH2:18][CH2:17][CH2:16]2)=[O:14])[CH2:11][CH2:12][NH:8][CH2:9]1, predict the reactants needed to synthesize it. The reactants are: C(OC([N:8]1[CH2:12][CH2:11][C:10]([CH3:20])([C:13]([N:15]2[CH2:19][CH2:18][CH2:17][CH2:16]2)=[O:14])[CH2:9]1)=O)(C)(C)C. (5) Given the product [F:37][C:31]1[C:32]([CH:34]([CH3:36])[CH3:35])=[CH:33][C:28]([C:19]2[CH:20]=[CH:21][C:22]([C:24]([F:26])([F:27])[F:25])=[CH:23][C:18]=2[CH2:17][N:5]2[C@@H:4]([CH3:3])[C@@H:8]([C:9]3[S:10][CH:11]=[C:12]([CH3:14])[N:13]=3)[O:7][C:6]2=[O:15])=[C:29]([O:38][CH3:39])[CH:30]=1, predict the reactants needed to synthesize it. The reactants are: [H-].[Na+].[CH3:3][C@H:4]1[C@@H:8]([C:9]2[S:10][CH:11]=[C:12]([CH3:14])[N:13]=2)[O:7][C:6](=[O:15])[NH:5]1.Br[CH2:17][C:18]1[CH:23]=[C:22]([C:24]([F:27])([F:26])[F:25])[CH:21]=[CH:20][C:19]=1[C:28]1[CH:33]=[C:32]([CH:34]([CH3:36])[CH3:35])[C:31]([F:37])=[CH:30][C:29]=1[O:38][CH3:39].[NH4+].[Cl-]. (6) The reactants are: [NH2:1][C:2]1[CH:3]=[CH:4][C:5]([Br:9])=[N:6][C:7]=1[CH3:8].C(N(CC)CC)C.[CH3:17][C:18]1[N:22]([C:23]2[CH:28]=[CH:27][C:26]([C:29]([F:32])([F:31])[F:30])=[CH:25][N:24]=2)[N:21]=[CH:20][C:19]=1[C:33](Cl)=[O:34]. Given the product [Br:9][C:5]1[N:6]=[C:7]([CH3:8])[C:2]([NH:1][C:33]([C:19]2[CH:20]=[N:21][N:22]([C:23]3[CH:28]=[CH:27][C:26]([C:29]([F:31])([F:32])[F:30])=[CH:25][N:24]=3)[C:18]=2[CH3:17])=[O:34])=[CH:3][CH:4]=1, predict the reactants needed to synthesize it.